Dataset: Catalyst prediction with 721,799 reactions and 888 catalyst types from USPTO. Task: Predict which catalyst facilitates the given reaction. (1) Reactant: [H-].[Na+].[CH2:3]([O:5][C:6]([C:8]1([C:11]2[CH:16]=[CH:15][C:14]([C:17]3[CH:22]=[CH:21][C:20]([C:23]4[O:27][N:26]=[C:25]([CH3:28])[C:24]=4[CH2:29]Br)=[CH:19][CH:18]=3)=[CH:13][CH:12]=2)[CH2:10][CH2:9]1)=[O:7])[CH3:4].[C:31]1([CH2:37][CH2:38][SH:39])[CH:36]=[CH:35][CH:34]=[CH:33][CH:32]=1. Product: [CH2:3]([O:5][C:6]([C:8]1([C:11]2[CH:16]=[CH:15][C:14]([C:17]3[CH:22]=[CH:21][C:20]([C:23]4[O:27][N:26]=[C:25]([CH3:28])[C:24]=4[CH2:29][S:39][CH2:38][CH2:37][C:31]4[CH:36]=[CH:35][CH:34]=[CH:33][CH:32]=4)=[CH:19][CH:18]=3)=[CH:13][CH:12]=2)[CH2:10][CH2:9]1)=[O:7])[CH3:4]. The catalyst class is: 3. (2) Reactant: [CH3:1][C:2]1[S:6][C:5]([C:7]([O:9][CH3:10])=[O:8])=[CH:4][C:3]=1[N+:11]([O-])=O.CO. Product: [NH2:11][C:3]1[CH:4]=[C:5]([C:7]([O:9][CH3:10])=[O:8])[S:6][C:2]=1[CH3:1]. The catalyst class is: 457.